Predict the product of the given reaction. From a dataset of Forward reaction prediction with 1.9M reactions from USPTO patents (1976-2016). (1) Given the reactants [F:1][C:2]([F:18])([F:17])[C:3]1[CH:8]=[C:7]([C:9]2[CH:14]=[CH:13][C:12]([CH2:15][NH2:16])=[CH:11][N:10]=2)[CH:6]=[CH:5][N:4]=1.[C:19]([N:22]1[CH2:27][CH2:26][N:25]([C:28]2[CH:29]=[CH:30][C:31]([C:34]([OH:36])=O)=[N:32][CH:33]=2)[CH2:24][CH2:23]1)(=[O:21])[CH3:20].[CH3:37]N(C(ON1N=NC2C=CC=NC1=2)=[N+](C)C)C.F[P-](F)(F)(F)(F)F.CCN(C(C)C)C(C)C, predict the reaction product. The product is: [C:19]([N:22]1[CH2:27][CH2:26][N:25]([C:28]2[CH:29]=[CH:30][C:31]([C:34]([NH:16][CH2:15][C:12]3[CH:13]=[C:14]([CH3:37])[C:9]([C:7]4[CH:6]=[CH:5][N:4]=[C:3]([C:2]([F:1])([F:17])[F:18])[CH:8]=4)=[N:10][CH:11]=3)=[O:36])=[N:32][CH:33]=2)[CH2:24][CH2:23]1)(=[O:21])[CH3:20]. (2) Given the reactants [CH3:1][C:2]([C:8]1[CH:9]=[C:10]2[C:15](=[C:16]([C:18]3[CH:19]=[C:20]([CH:25]=[CH:26][CH:27]=3)[C:21]([O:23]C)=[O:22])[CH:17]=1)[N:14]=[CH:13][CH:12]=[CH:11]2)([S:4]([CH3:7])(=[O:6])=[O:5])[CH3:3].[Li+].[OH-].CC(O)=O, predict the reaction product. The product is: [CH3:3][C:2]([C:8]1[CH:9]=[C:10]2[C:15](=[C:16]([C:18]3[CH:19]=[C:20]([CH:25]=[CH:26][CH:27]=3)[C:21]([OH:23])=[O:22])[CH:17]=1)[N:14]=[CH:13][CH:12]=[CH:11]2)([S:4]([CH3:7])(=[O:5])=[O:6])[CH3:1]. (3) Given the reactants Cl[C:2]1[C:11]2[C:6](=[CH:7][CH:8]=[C:9]([CH3:12])[CH:10]=2)[N:5]=[C:4]([N:13]2[CH2:19][C:18]3[CH:20]=[CH:21][C:22](OC)=[CH:23][C:17]=3[S:16][CH2:15][CH2:14]2)[CH:3]=1.[NH2:26][CH2:27][C:28]1([NH2:32])[CH2:31][O:30][CH2:29]1, predict the reaction product. The product is: [NH2:32][C:28]1([CH2:27][NH:26][C:2]2[C:11]3[C:6](=[CH:7][CH:8]=[C:9]([CH3:12])[CH:10]=3)[N:5]=[C:4]([N:13]3[CH2:19][C:18]4[CH:20]=[CH:21][CH:22]=[CH:23][C:17]=4[S:16][CH2:15][CH2:14]3)[CH:3]=2)[CH2:31][O:30][CH2:29]1. (4) Given the reactants [CH3:1][C:2]1([CH3:14])[C:6]([CH3:8])([CH3:7])[O:5][B:4]([C:9]2[CH:10]=[N:11][NH:12][CH:13]=2)[O:3]1.[Si:15]([O:22][CH:23]1[CH2:28][CH2:27][C:26](=[CH:29][C:30]#[N:31])[CH2:25][CH2:24]1)([C:18]([CH3:21])([CH3:20])[CH3:19])([CH3:17])[CH3:16].N12CCCN=C1CCCCC2, predict the reaction product. The product is: [Si:15]([O:22][CH:23]1[CH2:24][CH2:25][C:26]([CH2:29][C:30]#[N:31])([N:12]2[CH:13]=[C:9]([B:4]3[O:5][C:6]([CH3:7])([CH3:8])[C:2]([CH3:14])([CH3:1])[O:3]3)[CH:10]=[N:11]2)[CH2:27][CH2:28]1)([C:18]([CH3:21])([CH3:20])[CH3:19])([CH3:17])[CH3:16]. (5) Given the reactants [Cl:1][C:2]1[CH:7]=[CH:6][C:5]([C:8]2[C:14]3[CH:15]=[C:16]([C:19]4[CH:24]=[CH:23][CH:22]=[CH:21][CH:20]=4)[CH:17]=[CH:18][C:13]=3[N:12]3[C:25]([CH3:28])=[N:26][N:27]=[C:11]3[C@H:10]([CH2:29][C:30](O)=[O:31])[N:9]=2)=[CH:4][CH:3]=1.[CH3:33][CH2:34][N:35](C(C)C)C(C)C.CN(C(ON1N=NC2C=CC=NC1=2)=[N+](C)C)C.F[P-](F)(F)(F)(F)F.Cl.C(N)C, predict the reaction product. The product is: [Cl:1][C:2]1[CH:7]=[CH:6][C:5]([C:8]2[C:14]3[CH:15]=[C:16]([C:19]4[CH:24]=[CH:23][CH:22]=[CH:21][CH:20]=4)[CH:17]=[CH:18][C:13]=3[N:12]3[C:25]([CH3:28])=[N:26][N:27]=[C:11]3[C@H:10]([CH2:29][C:30]([NH:35][CH2:34][CH3:33])=[O:31])[N:9]=2)=[CH:4][CH:3]=1. (6) Given the reactants [CH2:1]([C:3]1([CH2:18][CH:19]([OH:21])[CH3:20])[C:8]2[NH:9][C:10]3[C:15]([C:7]=2[CH2:6][CH2:5][O:4]1)=[CH:14][CH:13]=[CH:12][C:11]=3[CH2:16][CH3:17])[CH3:2].C(Cl)Cl.CS(C)=O.N1C=CC=CC=1.S(=O)(=O)=O, predict the reaction product. The product is: [CH2:1]([C:3]1([CH2:18][C:19](=[O:21])[CH3:20])[C:8]2[NH:9][C:10]3[C:15]([C:7]=2[CH2:6][CH2:5][O:4]1)=[CH:14][CH:13]=[CH:12][C:11]=3[CH2:16][CH3:17])[CH3:2].